From a dataset of Peptide-MHC class I binding affinity with 185,985 pairs from IEDB/IMGT. Regression. Given a peptide amino acid sequence and an MHC pseudo amino acid sequence, predict their binding affinity value. This is MHC class I binding data. (1) The peptide sequence is NQFGTMPSL. The MHC is HLA-B15:09 with pseudo-sequence HLA-B15:09. The binding affinity (normalized) is 0.409. (2) The peptide sequence is QYSPHSFMA. The MHC is HLA-A02:12 with pseudo-sequence HLA-A02:12. The binding affinity (normalized) is 0.0847. (3) The peptide sequence is HPNIEEVAL. The MHC is HLA-B18:01 with pseudo-sequence HLA-B18:01. The binding affinity (normalized) is 0. (4) The peptide sequence is RRFFPYYVY. The MHC is HLA-B27:06 with pseudo-sequence YHTEYREICAKTDESTLYLNYDYYTWAELAYEWY. The binding affinity (normalized) is 0.196. (5) The peptide sequence is ALVYDNKLK. The MHC is HLA-A33:01 with pseudo-sequence HLA-A33:01. The binding affinity (normalized) is 0.0206. (6) The binding affinity (normalized) is 0.0847. The peptide sequence is PHPVVVRTL. The MHC is HLA-B15:17 with pseudo-sequence HLA-B15:17.